From a dataset of Peptide-MHC class II binding affinity with 134,281 pairs from IEDB. Regression. Given a peptide amino acid sequence and an MHC pseudo amino acid sequence, predict their binding affinity value. This is MHC class II binding data. (1) The peptide sequence is SRAEVSYVHVNGAKF. The MHC is DRB3_0202 with pseudo-sequence DRB3_0202. The binding affinity (normalized) is 0.421. (2) The peptide sequence is LEAWLTEHGCNRLKR. The MHC is DRB3_0202 with pseudo-sequence DRB3_0202. The binding affinity (normalized) is 0.529. (3) The peptide sequence is DESIFINKLNGAMVE. The MHC is DRB1_0101 with pseudo-sequence DRB1_0101. The binding affinity (normalized) is 0.864. (4) The peptide sequence is PEMPALYEKKLALYL. The MHC is HLA-DQA10201-DQB10301 with pseudo-sequence HLA-DQA10201-DQB10301. The binding affinity (normalized) is 0.442.